This data is from Reaction yield outcomes from USPTO patents with 853,638 reactions. The task is: Predict the reaction yield, written as a fraction of the theoretical maximum amount of product (1.0 means a 100% yield; for example, 0.34 means a 34% yield). (1) The reactants are [CH2:1]([N:4]([CH2:24][CH2:25][CH3:26])[C:5]1[CH:10]=[CH:9][N:8]=[C:7]([NH:11][C:12]([NH:14][C:15]2[C:20]([CH3:21])=[CH:19][C:18]([CH3:22])=[CH:17][C:16]=2[CH3:23])=[S:13])[CH:6]=1)[CH2:2][CH3:3].BrBr. The catalyst is C(O)(=O)C. The product is [C:20]1([CH3:21])[CH:19]=[C:18]([CH3:22])[CH:17]=[C:16]([CH3:23])[C:15]=1[NH:14][C:12]1[S:13][C:6]2[C:7]([N:11]=1)=[N:8][CH:9]=[CH:10][C:5]=2[N:4]([CH2:1][CH2:2][CH3:3])[CH2:24][CH2:25][CH3:26]. The yield is 0.500. (2) The reactants are C(Cl)Cl.[CH2:4]([C@@:8]1([CH2:33][CH3:34])[NH:14][C@H:13]([C:15]2[CH:20]=[CH:19][CH:18]=[CH:17][CH:16]=2)[C:12]2[CH:21]=[C:22]([O:29][CH3:30])[C:23]([C:25](OC)=[O:26])=[CH:24][C:11]=2[S:10](=[O:32])(=[O:31])[CH2:9]1)[CH2:5][CH2:6][CH3:7].CC(C[AlH]CC(C)C)C.C1(C)C=CC=CC=1. The catalyst is O.CO. The product is [CH2:4]([C@@:8]1([CH2:33][CH3:34])[NH:14][C@H:13]([C:15]2[CH:16]=[CH:17][CH:18]=[CH:19][CH:20]=2)[C:12]2[CH:21]=[C:22]([O:29][CH3:30])[C:23]([CH2:25][OH:26])=[CH:24][C:11]=2[S:10](=[O:31])(=[O:32])[CH2:9]1)[CH2:5][CH2:6][CH3:7]. The yield is 0.910. (3) The reactants are [C:1]1([CH:7]2[O:11][C:10](=[O:12])[NH:9][CH2:8]2)[CH:6]=[CH:5][CH:4]=[CH:3][CH:2]=1.[H-].[Na+].[O:15]1[CH:19]=[CH:18][C:17]([C:20]2[CH:21]=[C:22]([C:35]([F:38])([F:37])[F:36])[C:23]3[N:24]([CH:26]=[C:27]([CH2:29]OS(C)(=O)=O)[N:28]=3)[CH:25]=2)=[CH:16]1.O. The catalyst is CN(C=O)C.CCOC(C)=O. The product is [O:15]1[CH:19]=[CH:18][C:17]([C:20]2[CH:21]=[C:22]([C:35]([F:37])([F:36])[F:38])[C:23]3[N:24]([CH:26]=[C:27]([CH2:29][N:9]4[CH2:8][CH:7]([C:1]5[CH:2]=[CH:3][CH:4]=[CH:5][CH:6]=5)[O:11][C:10]4=[O:12])[N:28]=3)[CH:25]=2)=[CH:16]1. The yield is 0.250. (4) The reactants are C(Cl)(=O)C(Cl)=O.[C:7]([OH:13])(=O)[CH2:8][CH2:9][C:10]#[CH:11].[Cl:14][C:15]1[CH:16]=[C:17]([NH:21][CH3:22])[CH:18]=[CH:19][CH:20]=1. The catalyst is C(Cl)Cl. The yield is 0.880. The product is [Cl:14][C:15]1[CH:16]=[C:17]([N:21]([CH3:22])[C:7](=[O:13])[CH2:8][CH2:9][C:10]#[CH:11])[CH:18]=[CH:19][CH:20]=1. (5) The reactants are [Br:1][C:2]1[CH:3]=[C:4]2[C:10]([CH:11]([O:15][CH2:16][CH3:17])[O:12][CH2:13][CH3:14])=[N:9][NH:8][C:5]2=[CH:6][N:7]=1.[CH3:18][C:19]([O:22][C:23](O[C:23]([O:22][C:19]([CH3:21])([CH3:20])[CH3:18])=[O:24])=[O:24])([CH3:21])[CH3:20].CCOC(C)=O. The catalyst is CC#N.CN(C1C=CN=CC=1)C. The product is [Br:1][C:2]1[CH:3]=[C:4]2[C:10]([CH:11]([O:12][CH2:13][CH3:14])[O:15][CH2:16][CH3:17])=[N:9][N:8]([C:23]([O:22][C:19]([CH3:21])([CH3:20])[CH3:18])=[O:24])[C:5]2=[CH:6][N:7]=1. The yield is 0.889.